This data is from Forward reaction prediction with 1.9M reactions from USPTO patents (1976-2016). The task is: Predict the product of the given reaction. (1) The product is: [NH2:1][CH:4]1[CH2:9][CH2:8][CH:7]([C:10]([O:12][CH2:13][CH3:14])=[O:11])[CH2:6][CH:5]1[NH:15][C:16]([O:18][C:19]([CH3:20])([CH3:22])[CH3:21])=[O:17]. Given the reactants [N:1]([CH:4]1[CH2:9][CH2:8][CH:7]([C:10]([O:12][CH2:13][CH3:14])=[O:11])[CH2:6][CH:5]1[NH:15][C:16]([O:18][C:19]([CH3:22])([CH3:21])[CH3:20])=[O:17])=[N+]=[N-].[H][H], predict the reaction product. (2) Given the reactants [OH:1][CH:2]1[CH2:7][CH2:6][N:5]([C:8]#[N:9])[CH2:4][CH2:3]1.[OH:10]/[N:11]=[C:12](/N)\[CH:13]([CH3:15])[CH3:14], predict the reaction product. The product is: [CH:13]([C:12]1[N:9]=[C:8]([N:5]2[CH2:6][CH2:7][CH:2]([OH:1])[CH2:3][CH2:4]2)[O:10][N:11]=1)([CH3:15])[CH3:14]. (3) The product is: [C:1]([C:5]1[CH:6]=[CH:7][C:8]([S:11]([CH:14]2[CH2:15][CH2:16][N:17]([C:26]3[C:25]([Cl:28])=[CH:24][N:23]=[CH:22][C:21]=3[Cl:20])[CH2:18][CH2:19]2)(=[O:13])=[O:12])=[CH:9][CH:10]=1)([CH3:4])([CH3:2])[CH3:3]. Given the reactants [C:1]([C:5]1[CH:10]=[CH:9][C:8]([S:11]([CH:14]2[CH2:19][CH2:18][NH:17][CH2:16][CH2:15]2)(=[O:13])=[O:12])=[CH:7][CH:6]=1)([CH3:4])([CH3:3])[CH3:2].[Cl:20][C:21]1[CH:22]=[N:23][CH:24]=[C:25]([Cl:28])[C:26]=1Cl.CCN(C(C)C)C(C)C, predict the reaction product. (4) Given the reactants Br[C:2]1[CH:7]=[CH:6][C:5]([C:8]([F:11])([F:10])[F:9])=[CH:4][CH:3]=1.C([Li])CCC.[B:17](OC)([O:20]C)[O:18]C.Cl, predict the reaction product. The product is: [F:9][C:8]([F:11])([F:10])[C:5]1[CH:6]=[CH:7][C:2]([B:17]([OH:20])[OH:18])=[CH:3][CH:4]=1. (5) Given the reactants [F:1][C:2]1[CH:23]=[CH:22][CH:21]=[CH:20][C:3]=1[CH2:4][N:5]1[C:13]2[CH2:12][CH2:11][NH:10][CH2:9][C:8]=2[C:7]([C:14]2[N:19]=[CH:18][CH:17]=[CH:16][N:15]=2)=[N:6]1.N1C=CC=CC=1.[C:30]1([S:36](Cl)(=[O:38])=[O:37])[CH:35]=[CH:34][CH:33]=[CH:32][CH:31]=1, predict the reaction product. The product is: [F:1][C:2]1[CH:23]=[CH:22][CH:21]=[CH:20][C:3]=1[CH2:4][N:5]1[C:13]2[CH2:12][CH2:11][N:10]([S:36]([C:30]3[CH:35]=[CH:34][CH:33]=[CH:32][CH:31]=3)(=[O:38])=[O:37])[CH2:9][C:8]=2[C:7]([C:14]2[N:15]=[CH:16][CH:17]=[CH:18][N:19]=2)=[N:6]1.